Dataset: Full USPTO retrosynthesis dataset with 1.9M reactions from patents (1976-2016). Task: Predict the reactants needed to synthesize the given product. (1) Given the product [O:1]=[C:2]1[C:10](=[CH:24][C:23]2[NH:22][CH:21]=[C:20]3[C:15](=[O:14])[O:16][CH2:17][CH2:18][C:19]=23)[C:9]2[C:4](=[CH:5][C:6]([C:11]([OH:13])=[O:12])=[CH:7][CH:8]=2)[NH:3]1, predict the reactants needed to synthesize it. The reactants are: [O:1]=[C:2]1[CH2:10][C:9]2[C:4](=[CH:5][C:6]([C:11]([OH:13])=[O:12])=[CH:7][CH:8]=2)[NH:3]1.[O:14]=[C:15]1[C:20]2=[CH:21][NH:22][C:23]([CH:24]=O)=[C:19]2[CH2:18][CH2:17][O:16]1. (2) Given the product [Br:22][C:21]1[C:5]([C:2]([CH3:1])([CH3:3])[CH3:4])=[CH:6][C:7]2[O:12][CH:11]([C:13]([F:14])([F:15])[F:16])[C:10]([C:17]([OH:19])=[O:18])=[CH:9][C:8]=2[CH:20]=1, predict the reactants needed to synthesize it. The reactants are: [CH3:1][C:2]([C:5]1[CH:21]=[CH:20][C:8]2[CH:9]=[C:10]([C:17]([OH:19])=[O:18])[CH:11]([C:13]([F:16])([F:15])[F:14])[O:12][C:7]=2[CH:6]=1)([CH3:4])[CH3:3].[Br:22]Br. (3) Given the product [ClH:1].[NH2:9][CH2:10][C@H:11]1[CH2:12][CH2:13][C@H:14]([C:17]([NH:19][C@H:20]([C:51](=[O:64])[NH:52][C:53]2[CH:54]=[CH:55][C:56]([C:59]3[NH:63][N:62]=[N:61][N:60]=3)=[CH:57][CH:58]=2)[CH2:21][C:22]2[CH:23]=[C:24]([C:28]3[C:33]([CH3:34])=[CH:32][CH:31]=[C:30]([C:35]([NH:37][CH:38]4[CH2:39][CH2:40][NH:41][CH2:42][CH2:43]4)=[O:36])[CH:29]=3)[CH:25]=[CH:26][CH:27]=2)=[O:18])[CH2:15][CH2:16]1, predict the reactants needed to synthesize it. The reactants are: [ClH:1].C(OC([NH:9][CH2:10][C@H:11]1[CH2:16][CH2:15][C@H:14]([C:17]([NH:19][C@H:20]([C:51](=[O:64])[NH:52][C:53]2[CH:58]=[CH:57][C:56]([C:59]3[NH:63][N:62]=[N:61][N:60]=3)=[CH:55][CH:54]=2)[CH2:21][C:22]2[CH:23]=[C:24]([C:28]3[C:33]([CH3:34])=[CH:32][CH:31]=[C:30]([C:35]([NH:37][CH:38]4[CH2:43][CH2:42][N:41](C(OC(C)(C)C)=O)[CH2:40][CH2:39]4)=[O:36])[CH:29]=3)[CH:25]=[CH:26][CH:27]=2)=[O:18])[CH2:13][CH2:12]1)=O)(C)(C)C.C(#N)C. (4) Given the product [F:17][C:18]([F:29])([F:28])[C:19]([N:1]1[CH2:6][CH2:5][CH:4]([CH2:7][CH2:8][OH:9])[CH2:3][CH2:2]1)=[O:20], predict the reactants needed to synthesize it. The reactants are: [NH:1]1[CH2:6][CH2:5][CH:4]([CH2:7][CH2:8][OH:9])[CH2:3][CH2:2]1.CCN(CC)CC.[F:17][C:18]([F:29])([F:28])[C:19](O[C:19](=[O:20])[C:18]([F:29])([F:28])[F:17])=[O:20]. (5) Given the product [F:39][C:37]1[CH:36]=[CH:35][C:34]([CH3:40])=[C:33]([CH:38]=1)[O:32][C:17]1[N:18]([C:26]2[CH:27]=[CH:28][CH:29]=[CH:30][CH:31]=2)[C:19]2[C:20](=[N:21][CH:22]=[C:23]([CH3:25])[CH:24]=2)[C:16]=1[C:14]([N:11]1[CH2:10][CH2:9][NH:8][CH2:13][CH2:12]1)=[O:15], predict the reactants needed to synthesize it. The reactants are: C(OC([N:8]1[CH2:13][CH2:12][N:11]([C:14]([C:16]2[C:20]3=[N:21][CH:22]=[C:23]([CH3:25])[CH:24]=[C:19]3[N:18]([C:26]3[CH:31]=[CH:30][CH:29]=[CH:28][CH:27]=3)[C:17]=2[O:32][C:33]2[CH:38]=[C:37]([F:39])[CH:36]=[CH:35][C:34]=2[CH3:40])=[O:15])[CH2:10][CH2:9]1)=O)(C)(C)C.Cl.Cl.Cl.FC1C=CC(C)=C(C=1)OC1N(C2C=CC=CC=2)C2C(=NC=C(C)C=2)C=1C(N1CCNCC1)=O. (6) Given the product [CH3:29][N:30]([CH:31]1[CH2:35][CH2:34][O:33][CH2:32]1)[CH:36]1[CH2:37][CH2:38][N:39]([CH2:11][C:10]2[N:2]([CH3:1])[C:3]3[C:8]([N:9]=2)=[C:7]([N:13]2[CH2:14][CH2:15][O:16][CH2:17][CH2:18]2)[N:6]=[C:5]([N:19]2[C:23]4[CH:24]=[CH:25][CH:26]=[CH:27][C:22]=4[N:21]=[C:20]2[CH3:28])[N:4]=3)[CH2:40][CH2:41]1, predict the reactants needed to synthesize it. The reactants are: [CH3:1][N:2]1[C:10]([CH:11]=O)=[N:9][C:8]2[C:3]1=[N:4][C:5]([N:19]1[C:23]3[CH:24]=[CH:25][CH:26]=[CH:27][C:22]=3[N:21]=[C:20]1[CH3:28])=[N:6][C:7]=2[N:13]1[CH2:18][CH2:17][O:16][CH2:15][CH2:14]1.[CH3:29][N:30]([CH:36]1[CH2:41][CH2:40][NH:39][CH2:38][CH2:37]1)[CH:31]1[CH2:35][CH2:34][O:33][CH2:32]1.C(O[BH-](OC(=O)C)OC(=O)C)(=O)C.[Na+]. (7) The reactants are: [CH:1]([C:3]1[CH:4]=[CH:5][CH:6]=[C:7]2[C:11]=1[NH:10][CH:9]=[CH:8]2)=O.[NH2:12]C(O)C.[C:16]([OH:19])(=O)[CH3:17].C(O[BH-](OC(=O)C)OC(=O)C)(=O)C.[Na+]. Given the product [NH:10]1[C:11]2[C:7](=[CH:6][CH:5]=[CH:4][C:3]=2[CH2:1][NH:12][CH2:17][CH2:16][OH:19])[CH:8]=[CH:9]1, predict the reactants needed to synthesize it. (8) Given the product [CH2:15]([O:22][CH2:23][C@H:24]([OH:25])[CH2:26][C:1]#[C:2][CH3:3])[C:16]1[CH:21]=[CH:20][CH:19]=[CH:18][CH:17]=1, predict the reactants needed to synthesize it. The reactants are: [CH:1]#[C:2][CH3:3].C([Li])CCC.[Cl-].C([Al+]CC)C.[CH2:15]([O:22][CH2:23][C@H:24]1[CH2:26][O:25]1)[C:16]1[CH:21]=[CH:20][CH:19]=[CH:18][CH:17]=1.